This data is from Full USPTO retrosynthesis dataset with 1.9M reactions from patents (1976-2016). The task is: Predict the reactants needed to synthesize the given product. (1) Given the product [NH2:3][CH:4]1[CH2:9][CH2:8][N:7]([CH2:10][CH2:11][N:12]2[C:21]3[C:16](=[CH:17][CH:18]=[C:19]([O:25][CH3:24])[CH:20]=3)[N:15]=[CH:14][C:13]2=[O:23])[CH2:6][CH2:5]1, predict the reactants needed to synthesize it. The reactants are: Cl.Cl.[NH2:3][CH:4]1[CH2:9][CH2:8][N:7]([CH2:10][CH2:11][N:12]2[C:21]3[C:16](=[CH:17][CH:18]=[C:19](F)[CH:20]=3)[N:15]=[CH:14][C:13]2=[O:23])[CH2:6][CH2:5]1.[CH3:24][O-:25].[Na+]. (2) Given the product [CH3:16][C:13]1[CH:14]=[CH:15][C:10]([C:8]#[C:9][C:2]2[CH:3]=[N:4][CH:5]=[CH:6][CH:7]=2)=[C:11]([N+:17]([O-:19])=[O:18])[CH:12]=1, predict the reactants needed to synthesize it. The reactants are: Br[C:2]1[CH:3]=[N:4][CH:5]=[CH:6][CH:7]=1.[C:8]([C:10]1[CH:15]=[CH:14][C:13]([CH3:16])=[CH:12][C:11]=1[N+:17]([O-:19])=[O:18])#[CH:9].